Task: Predict which catalyst facilitates the given reaction.. Dataset: Catalyst prediction with 721,799 reactions and 888 catalyst types from USPTO (1) Reactant: C([N:8]([CH2:37]C1C=CC=CC=1)[C@@H:9]([C@H:20]([CH2:28][CH:29]([OH:36])COS(C)(=O)=O)[C:21]([O:23][C:24]([CH3:27])([CH3:26])[CH3:25])=[O:22])[C:10]([O:12]CC1C=CC=CC=1)=[O:11])C1C=CC=CC=1.Cl. Product: [C:24]([O:23][C:21]([C@H:20]1[CH2:28][CH:29]([OH:36])[CH2:37][NH:8][C@@H:9]1[C:10]([OH:12])=[O:11])=[O:22])([CH3:25])([CH3:26])[CH3:27]. The catalyst class is: 19. (2) Reactant: [NH2:1][C:2]1[S:3][CH:4]=[C:5]2[C:10]=1[C:9](=[O:11])[N:8]([C:12]1[CH:17]=[CH:16][C:15]([Cl:18])=[CH:14][CH:13]=1)[N:7]=[C:6]2[C:19]([O:21][CH2:22][CH3:23])=[O:20].[C:24](=O)([O-])[O-].[K+].[K+].IC. Product: [Cl:18][C:15]1[CH:14]=[CH:13][C:12]([N:8]2[C:9](=[O:11])[C:10]3=[C:2]([NH:1][CH3:24])[S:3][CH:4]=[C:5]3[C:6]([C:19]([O:21][CH2:22][CH3:23])=[O:20])=[N:7]2)=[CH:17][CH:16]=1. The catalyst class is: 47. (3) Reactant: [N:1]1[CH:6]=[CH:5][CH:4]=[CH:3][C:2]=1[C:7]1[N:8]=[C:9]([NH2:12])[S:10][CH:11]=1.Cl[C:14]([O:16][C:17]1[CH:22]=[CH:21][CH:20]=[CH:19][CH:18]=1)=[O:15]. Product: [N:1]1[CH:6]=[CH:5][CH:4]=[CH:3][C:2]=1[C:7]1[N:8]=[C:9]([NH:12][C:14](=[O:15])[O:16][C:17]2[CH:22]=[CH:21][CH:20]=[CH:19][CH:18]=2)[S:10][CH:11]=1. The catalyst class is: 17. (4) Reactant: [Br:1]Br.C1(P(C2C=CC=CC=2)C2C=CC=CC=2)C=CC=CC=1.N1C=CC=CC=1.[Cl:28][C:29]1[CH:30]=[C:31]([CH2:36][CH2:37][CH2:38]O)[CH:32]=[CH:33][C:34]=1[F:35]. Product: [Br:1][CH2:38][CH2:37][CH2:36][C:31]1[CH:32]=[CH:33][C:34]([F:35])=[C:29]([Cl:28])[CH:30]=1. The catalyst class is: 635. (5) Reactant: [CH3:1][O:2][C:3]([C:5]1[S:9][C:8]([CH2:10]Br)=[N:7][C:6]=1[C:12]1[CH:17]=[CH:16][C:15]([O:18][CH3:19])=[CH:14][CH:13]=1)=[O:4].[F:20][C:21]1[C:29]([OH:30])=[CH:28][CH:27]=[C:26]([F:31])[C:22]=1[C:23]([NH2:25])=[O:24].C(=O)([O-])[O-].[K+].[K+]. Product: [CH3:1][O:2][C:3]([C:5]1[S:9][C:8]([CH2:10][O:30][C:29]2[CH:28]=[CH:27][C:26]([F:31])=[C:22]([C:23](=[O:24])[NH2:25])[C:21]=2[F:20])=[N:7][C:6]=1[C:12]1[CH:17]=[CH:16][C:15]([O:18][CH3:19])=[CH:14][CH:13]=1)=[O:4]. The catalyst class is: 3. (6) Reactant: [CH3:1][O:2][C:3]1[N:8]=[CH:7][C:6]([NH:9][C:10](=[O:15])[C:11]([CH3:14])([CH3:13])[CH3:12])=[CH:5][CH:4]=1.C([Li])(C)(C)C.CCCCC.[I:26]I.O. Product: [I:26][C:5]1[CH:4]=[C:3]([O:2][CH3:1])[N:8]=[CH:7][C:6]=1[NH:9][C:10](=[O:15])[C:11]([CH3:12])([CH3:14])[CH3:13]. The catalyst class is: 7.